Dataset: Catalyst prediction with 721,799 reactions and 888 catalyst types from USPTO. Task: Predict which catalyst facilitates the given reaction. (1) Reactant: [Si]([O:18][CH:19]1[CH:25]=[C:24]([C:26]2[CH:27]=[CH:28][C:29]([O:33][CH3:34])=[C:30]([CH:32]=2)[NH2:31])[C:23]2[CH:35]=[C:36]([O:43][CH3:44])[C:37]([O:41][CH3:42])=[C:38]([O:39][CH3:40])[C:22]=2[CH2:21][CH2:20]1)(C(C)(C)C)(C1C=CC=CC=1)C1C=CC=CC=1.CCCC[N+](CCCC)(CCCC)CCCC.[F-]. Product: [NH2:31][C:30]1[CH:32]=[C:26]([C:24]2[C:23]3[CH:35]=[C:36]([O:43][CH3:44])[C:37]([O:41][CH3:42])=[C:38]([O:39][CH3:40])[C:22]=3[CH2:21][CH2:20][CH:19]([OH:18])[CH:25]=2)[CH:27]=[CH:28][C:29]=1[O:33][CH3:34]. The catalyst class is: 1. (2) Reactant: [NH2:1][C:2]1[CH:3]=[CH:4][C:5]([CH2:8][C:9]([O:11][CH2:12][CH3:13])=[O:10])=[N:6][CH:7]=1.[CH3:14][C:15]([O:18][C:19](O[C:19]([O:18][C:15]([CH3:17])([CH3:16])[CH3:14])=[O:20])=[O:20])([CH3:17])[CH3:16]. Product: [C:15]([O:18][C:19]([NH:1][C:2]1[CH:3]=[CH:4][C:5]([CH2:8][C:9]([O:11][CH2:12][CH3:13])=[O:10])=[N:6][CH:7]=1)=[O:20])([CH3:17])([CH3:16])[CH3:14]. The catalyst class is: 1. (3) Reactant: [N+:1]([C:4]1[CH:9]=[CH:8][C:7]([CH2:10][C:11](O)=O)=[CH:6][CH:5]=1)([O-:3])=[O:2].[Cl:14][C:15]1[CH:22]=[CH:21][C:18](C=O)=[CH:17][C:16]=1[C:23]([F:26])([F:25])[F:24].N1CCCCC1. Product: [Cl:14][C:15]1[CH:22]=[CH:21][C:18](/[CH:11]=[CH:10]/[C:7]2[CH:8]=[CH:9][C:4]([N+:1]([O-:3])=[O:2])=[CH:5][CH:6]=2)=[CH:17][C:16]=1[C:23]([F:24])([F:25])[F:26]. The catalyst class is: 41. (4) Reactant: O1CCCC1.[OH-].[Na+].[NH2:8][C:9]1[C:14]([C:15]2[O:19][N:18]=[C:17]([CH2:20][C:21]3[CH:26]=[CH:25][C:24]([OH:27])=[CH:23][CH:22]=3)[CH:16]=2)=[CH:13][CH:12]=[CH:11][N:10]=1.Cl[CH2:29][C:30]1[CH:35]=[CH:34][CH:33]=[C:32]([O:36][CH3:37])[N:31]=1. Product: [CH3:37][O:36][C:32]1[N:31]=[C:30]([CH2:29][O:27][C:24]2[CH:25]=[CH:26][C:21]([CH2:20][C:17]3[CH:16]=[C:15]([C:14]4[C:9]([NH2:8])=[N:10][CH:11]=[CH:12][CH:13]=4)[O:19][N:18]=3)=[CH:22][CH:23]=2)[CH:35]=[CH:34][CH:33]=1. The catalyst class is: 9. (5) Reactant: [N:1]1([C:10]([C:12]2[CH:17]=[CH:16][CH:15]=[CH:14][C:13]=2[CH3:18])=[O:11])[C:9]2[C:4](=[CH:5][CH:6]=[CH:7][CH:8]=2)[CH2:3][CH2:2]1.[Cl-].[Cl-].[Cl-].[Al+3].[Br:23][CH:24]([CH3:28])[C:25](Br)=[O:26].C(C(C(C([O-])=O)O)O)([O-])=O.[Na+].[K+].[OH-].[Na+]. Product: [Br:23][CH:24]([CH3:28])[C:25]([C:6]1[CH:5]=[C:4]2[C:9](=[CH:8][CH:7]=1)[N:1]([C:10](=[O:11])[C:12]1[CH:17]=[CH:16][CH:15]=[CH:14][C:13]=1[CH3:18])[CH2:2][CH2:3]2)=[O:26]. The catalyst class is: 2.